This data is from Reaction yield outcomes from USPTO patents with 853,638 reactions. The task is: Predict the reaction yield, written as a fraction of the theoretical maximum amount of product (1.0 means a 100% yield; for example, 0.34 means a 34% yield). (1) The reactants are [F:1][C:2]([F:22])([F:21])[C:3]1[CH:4]=[CH:5][C:6]([CH2:13][C:14]([O:16]C(C)(C)C)=[O:15])=[C:7]2[C:12]=1[N:11]=[CH:10][CH:9]=[CH:8]2.C(O)(C(F)(F)F)=O. The catalyst is C(Cl)Cl. The product is [F:21][C:2]([F:1])([F:22])[C:3]1[CH:4]=[CH:5][C:6]([CH2:13][C:14]([OH:16])=[O:15])=[C:7]2[C:12]=1[N:11]=[CH:10][CH:9]=[CH:8]2. The yield is 0.540. (2) The reactants are [CH2:1]([O:3][C:4](=[O:23])[CH:5]([C:7]1[N:8](C(OC(C)(C)C)=O)[C:9]2[C:14]([CH:15]=1)=[CH:13][CH:12]=[CH:11][CH:10]=2)[CH3:6])[CH3:2]. The catalyst is ClCCl.C(O)(C(F)(F)F)=O. The product is [NH:8]1[C:9]2[C:14](=[CH:13][CH:12]=[CH:11][CH:10]=2)[CH:15]=[C:7]1[CH:5]([CH3:6])[C:4]([O:3][CH2:1][CH3:2])=[O:23]. The yield is 0.500. (3) The reactants are [CH3:1][O:2][C:3]1[CH:8]=[C:7]([N+:9]([O-])=O)[CH:6]=[CH:5][C:4]=1[N:12]1[CH:16]=[N:15][C:14]([CH3:17])=[N:13]1. The catalyst is [Pd].CO. The product is [CH3:1][O:2][C:3]1[CH:8]=[C:7]([CH:6]=[CH:5][C:4]=1[N:12]1[CH:16]=[N:15][C:14]([CH3:17])=[N:13]1)[NH2:9]. The yield is 0.940. (4) The reactants are O=C1CCC(=O)N1[O:8][C:9](=O)[CH2:10][C@H:11]([NH:13][C:14](=[O:33])[C:15]1[CH:20]=[CH:19][C:18]([C:21]2[C:22]([C:27]3[CH:32]=[CH:31][CH:30]=[CH:29][CH:28]=3)=[N:23][O:24][C:25]=2[CH3:26])=[CH:17][CH:16]=1)[CH3:12].[BH4-].[Na+].[Cl-].[NH4+]. The catalyst is C1COCC1. The product is [OH:8][CH2:9][CH2:10][C@H:11]([NH:13][C:14](=[O:33])[C:15]1[CH:16]=[CH:17][C:18]([C:21]2[C:22]([C:27]3[CH:32]=[CH:31][CH:30]=[CH:29][CH:28]=3)=[N:23][O:24][C:25]=2[CH3:26])=[CH:19][CH:20]=1)[CH3:12]. The yield is 0.990. (5) The reactants are [CH3:1][C:2]([CH3:39])([CH3:38])[C:3]([O:5][C:6]1[CH:11]=[CH:10][C:9]([C:12]([C:25]2[CH:30]=[CH:29][C:28]([O:31][C:32](=[O:37])[C:33]([CH3:36])([CH3:35])[CH3:34])=[CH:27][CH:26]=2)=[C:13]([C:18]2[CH:23]=[CH:22][C:21]([OH:24])=[CH:20][CH:19]=2)[CH2:14][CH2:15][CH2:16][CH3:17])=[CH:8][CH:7]=1)=[O:4].C([O-])([O-])=O.[K+].[K+].O.Cl.Cl[CH2:49][CH2:50][N:51]([CH3:53])[CH3:52]. The catalyst is CC(C)=O. The product is [CH3:34][C:33]([CH3:36])([CH3:35])[C:32]([O:31][C:28]1[CH:27]=[CH:26][C:25]([C:12]([C:9]2[CH:8]=[CH:7][C:6]([O:5][C:3](=[O:4])[C:2]([CH3:38])([CH3:1])[CH3:39])=[CH:11][CH:10]=2)=[C:13]([C:18]2[CH:23]=[CH:22][C:21]([O:24][CH2:49][CH2:50][N:51]([CH3:53])[CH3:52])=[CH:20][CH:19]=2)[CH2:14][CH2:15][CH2:16][CH3:17])=[CH:30][CH:29]=1)=[O:37]. The yield is 0.250.